Task: Regression. Given two drug SMILES strings and cell line genomic features, predict the synergy score measuring deviation from expected non-interaction effect.. Dataset: NCI-60 drug combinations with 297,098 pairs across 59 cell lines (1) Drug 1: C1CN1C2=NC(=NC(=N2)N3CC3)N4CC4. Drug 2: CCC1(C2=C(COC1=O)C(=O)N3CC4=CC5=C(C=CC(=C5CN(C)C)O)N=C4C3=C2)O.Cl. Cell line: NCI-H522. Synergy scores: CSS=47.1, Synergy_ZIP=-6.20, Synergy_Bliss=-2.68, Synergy_Loewe=2.59, Synergy_HSA=4.55. (2) Drug 1: CC1=CC2C(CCC3(C2CCC3(C(=O)C)OC(=O)C)C)C4(C1=CC(=O)CC4)C. Drug 2: CCC1=C2CN3C(=CC4=C(C3=O)COC(=O)C4(CC)O)C2=NC5=C1C=C(C=C5)O. Cell line: IGROV1. Synergy scores: CSS=29.7, Synergy_ZIP=-5.22, Synergy_Bliss=3.74, Synergy_Loewe=-43.7, Synergy_HSA=2.47. (3) Drug 2: CC1=CC=C(C=C1)C2=CC(=NN2C3=CC=C(C=C3)S(=O)(=O)N)C(F)(F)F. Drug 1: C1CCC(CC1)NC(=O)N(CCCl)N=O. Cell line: MDA-MB-435. Synergy scores: CSS=12.1, Synergy_ZIP=0.721, Synergy_Bliss=7.07, Synergy_Loewe=2.30, Synergy_HSA=2.25. (4) Drug 1: CC1C(C(=O)NC(C(=O)N2CCCC2C(=O)N(CC(=O)N(C(C(=O)O1)C(C)C)C)C)C(C)C)NC(=O)C3=C4C(=C(C=C3)C)OC5=C(C(=O)C(=C(C5=N4)C(=O)NC6C(OC(=O)C(N(C(=O)CN(C(=O)C7CCCN7C(=O)C(NC6=O)C(C)C)C)C)C(C)C)C)N)C. Drug 2: C1=NC2=C(N1)C(=S)N=CN2. Cell line: MCF7. Synergy scores: CSS=41.7, Synergy_ZIP=-6.20, Synergy_Bliss=-7.15, Synergy_Loewe=-6.47, Synergy_HSA=-2.64. (5) Drug 1: CN(C)C1=NC(=NC(=N1)N(C)C)N(C)C. Drug 2: CS(=O)(=O)OCCCCOS(=O)(=O)C. Cell line: RPMI-8226. Synergy scores: CSS=8.27, Synergy_ZIP=1.92, Synergy_Bliss=4.29, Synergy_Loewe=-16.4, Synergy_HSA=-6.75.